This data is from Peptide-MHC class II binding affinity with 134,281 pairs from IEDB. The task is: Regression. Given a peptide amino acid sequence and an MHC pseudo amino acid sequence, predict their binding affinity value. This is MHC class II binding data. (1) The peptide sequence is RVWITNNPHMQDKTM. The MHC is DRB1_0301 with pseudo-sequence DRB1_0301. The binding affinity (normalized) is 0.433. (2) The peptide sequence is AARVTAILSSLTVTQLLRRL. The MHC is DRB1_0101 with pseudo-sequence DRB1_0101. The binding affinity (normalized) is 0.950.